Dataset: Full USPTO retrosynthesis dataset with 1.9M reactions from patents (1976-2016). Task: Predict the reactants needed to synthesize the given product. (1) Given the product [NH2:1][C:4]1[CH:5]=[CH:6][C:7]([N:10]2[CH2:11][CH2:12][N:13]([C:16](=[O:18])[CH3:17])[CH2:14][CH2:15]2)=[CH:8][CH:9]=1, predict the reactants needed to synthesize it. The reactants are: [N+:1]([C:4]1[CH:9]=[CH:8][C:7]([N:10]2[CH2:15][CH2:14][N:13]([C:16](=[O:18])[CH3:17])[CH2:12][CH2:11]2)=[CH:6][CH:5]=1)([O-])=O. (2) Given the product [NH2:6][CH2:9][C:10]1[S:14][C:13]([C:15]2[N:20]=[N:19][C:18]([N:21]([CH2:29][C:30]3([C:34]4[C:39]([F:40])=[CH:38][CH:37]=[CH:36][N:35]=4)[CH2:33][CH2:32][CH2:31]3)[C:22](=[O:28])[O:23][C:24]([CH3:26])([CH3:27])[CH3:25])=[CH:17][CH:16]=2)=[N:12][CH:11]=1, predict the reactants needed to synthesize it. The reactants are: O.O.[Sn](Cl)Cl.[N:6]([CH2:9][C:10]1[S:14][C:13]([C:15]2[N:20]=[N:19][C:18]([N:21]([CH2:29][C:30]3([C:34]4[C:39]([F:40])=[CH:38][CH:37]=[CH:36][N:35]=4)[CH2:33][CH2:32][CH2:31]3)[C:22](=[O:28])[O:23][C:24]([CH3:27])([CH3:26])[CH3:25])=[CH:17][CH:16]=2)=[N:12][CH:11]=1)=[N+]=[N-].C(OCC)(=O)C. (3) Given the product [NH2:14][CH2:13][C:8]1([C:5]2[CH:6]=[CH:7][C:2]([Br:1])=[CH:3][CH:4]=2)[CH2:10][CH:9]1[CH2:11][OH:12], predict the reactants needed to synthesize it. The reactants are: [Br:1][C:2]1[CH:7]=[CH:6][C:5]([C:8]2([C:13]#[N:14])[CH2:10][CH:9]2[CH2:11][OH:12])=[CH:4][CH:3]=1.B(F)(F)F.CCOCC. (4) The reactants are: [N+:1]([C:4]1[C:13]2[O:12][C@@:11]([CH3:19])([CH:14]([O:17][CH3:18])[O:15][CH3:16])[C@H:10]3[O:20][C@H:9]3[C:8]=2[CH:7]=[CH:6][CH:5]=1)([O-:3])=[O:2].[Cl:21][C:22]1[CH:27]=[CH:26][C:25]([NH:28][CH2:29][C:30]2[N:31]=[N:32][N:33]([CH3:35])[N:34]=2)=[CH:24][CH:23]=1. Given the product [N+:1]([C:4]1[C:13]2[O:12][C@@:11]([CH3:19])([CH:14]([O:17][CH3:18])[O:15][CH3:16])[C@@H:10]([OH:20])[C@H:9]([N:28]([C:25]3[CH:26]=[CH:27][C:22]([Cl:21])=[CH:23][CH:24]=3)[CH2:29][C:30]3[N:31]=[N:32][N:33]([CH3:35])[N:34]=3)[C:8]=2[CH:7]=[CH:6][CH:5]=1)([O-:3])=[O:2], predict the reactants needed to synthesize it. (5) Given the product [CH3:1][C:2]1[N:7]=[C:6]([C:8]2[CH:13]=[CH:12][CH:11]=[C:10]([C:14]3[CH:15]=[C:16]([S:20]([N:38]4[CH2:39][CH2:40][CH:35]([OH:34])[CH2:36][CH2:37]4)(=[O:22])=[O:21])[CH:17]=[CH:18][CH:19]=3)[N:9]=2)[CH:5]=[C:4]([C:24]2[CH:29]=[CH:28][C:27]([C:30]([F:33])([F:32])[F:31])=[CH:26][CH:25]=2)[CH:3]=1, predict the reactants needed to synthesize it. The reactants are: [CH3:1][C:2]1[N:7]=[C:6]([C:8]2[CH:13]=[CH:12][CH:11]=[C:10]([C:14]3[CH:15]=[C:16]([S:20](Cl)(=[O:22])=[O:21])[CH:17]=[CH:18][CH:19]=3)[N:9]=2)[CH:5]=[C:4]([C:24]2[CH:29]=[CH:28][C:27]([C:30]([F:33])([F:32])[F:31])=[CH:26][CH:25]=2)[CH:3]=1.[OH:34][CH:35]1[CH2:40][CH2:39][NH:38][CH2:37][CH2:36]1.